This data is from Full USPTO retrosynthesis dataset with 1.9M reactions from patents (1976-2016). The task is: Predict the reactants needed to synthesize the given product. (1) Given the product [Br:1][C:2]1[CH:3]=[C:4]2[N:9]([CH:10]=1)[N:8]=[CH:7][N:6]=[C:5]2[Cl:14], predict the reactants needed to synthesize it. The reactants are: [Br:1][C:2]1[CH:3]=[C:4]2[N:9]([CH:10]=1)[N:8]=[CH:7][NH:6][C:5]2=O.O=P(Cl)(Cl)[Cl:14]. (2) Given the product [NH2:1][C@@H:4]1[CH2:9][CH2:8][C@H:7]([N:10]2[C:14]3[N:15]=[CH:16][N:17]=[C:18]([NH2:19])[C:13]=3[C:12]([C:20]3[CH:25]=[C:24]([O:26][CH2:27][CH:28]4[CH2:32][CH2:31][CH2:30][O:29]4)[CH:23]=[CH:22][C:21]=3[F:33])=[CH:11]2)[CH2:6][CH2:5]1, predict the reactants needed to synthesize it. The reactants are: [N:1]([C@@H:4]1[CH2:9][CH2:8][C@H:7]([N:10]2[C:14]3[N:15]=[CH:16][N:17]=[C:18]([NH2:19])[C:13]=3[C:12]([C:20]3[CH:25]=[C:24]([O:26][CH2:27][CH:28]4[CH2:32][CH2:31][CH2:30][O:29]4)[CH:23]=[CH:22][C:21]=3[F:33])=[CH:11]2)[CH2:6][CH2:5]1)=[N+]=[N-].C1C=CC(P(C2C=CC=CC=2)C2C=CC=CC=2)=CC=1.[OH-].[Na+]. (3) Given the product [CH3:1][N:2]1[C:6]2[CH:7]=[C:8]([C:16]([Cl:18])=[O:17])[CH:9]=[CH:10][C:5]=2[O:4][C:3]1=[O:14], predict the reactants needed to synthesize it. The reactants are: [CH3:1][N:2]1[C:6]2[CH:7]=[CH:8][C:9](C(O)=O)=[CH:10][C:5]=2[O:4][C:3]1=[O:14].C(Cl)(=O)[C:16]([Cl:18])=[O:17]. (4) Given the product [CH:1]([C:4]1[CH:5]=[C:6]([CH:20]=[CH:21][C:22]=1[O:23][CH3:24])[CH2:7][N:8]1[C:16]2[C:11](=[C:12]([NH:18][C:25](=[O:32])[CH2:26][C:27]([O:29][CH2:30][CH3:31])=[O:28])[CH:13]=[CH:14][C:15]=2[CH3:17])[CH:10]=[C:9]1[CH3:19])([CH3:3])[CH3:2], predict the reactants needed to synthesize it. The reactants are: [CH:1]([C:4]1[CH:5]=[C:6]([CH:20]=[CH:21][C:22]=1[O:23][CH3:24])[CH2:7][N:8]1[C:16]2[C:11](=[C:12]([NH2:18])[CH:13]=[CH:14][C:15]=2[CH3:17])[CH:10]=[C:9]1[CH3:19])([CH3:3])[CH3:2].[C:25](OCC)(=[O:32])[CH2:26][C:27]([O:29][CH2:30][CH3:31])=[O:28]. (5) The reactants are: O.NN.[CH2:4]([CH:6]1[C:10]2[C:11]([O:15][C:16]3[CH:21]=[CH:20][C:19]([N+:22]([O-])=O)=[CH:18][N:17]=3)=[CH:12][CH:13]=[CH:14][C:9]=2[CH2:8][O:7]1)[CH3:5]. Given the product [CH2:4]([CH:6]1[C:10]2[C:11]([O:15][C:16]3[N:17]=[CH:18][C:19]([NH2:22])=[CH:20][CH:21]=3)=[CH:12][CH:13]=[CH:14][C:9]=2[CH2:8][O:7]1)[CH3:5], predict the reactants needed to synthesize it. (6) Given the product [Cl:1][C:2]1[CH:7]=[C:6]([Cl:8])[CH:5]=[CH:4][C:3]=1[C:9]1[C:10]([C:20]#[N:21])=[C:11]([C:43]2[CH:48]=[CH:47][N:46]=[C:45]([S:49][CH3:50])[N:44]=2)[S:12][C:13]=1[C:14]1[NH:18][CH:17]=[N:16][N:15]=1, predict the reactants needed to synthesize it. The reactants are: [Cl:1][C:2]1[CH:7]=[C:6]([Cl:8])[CH:5]=[CH:4][C:3]=1[C:9]1[C:10]([C:20]#[N:21])=[C:11](I)[S:12][C:13]=1[C:14]1[NH:18][CH:17]=[N:16][N:15]=1.[Cl-].[Li+].O1CCOCC1.CCCC[Sn]([C:43]1[CH:48]=[CH:47][N:46]=[C:45]([S:49][CH3:50])[N:44]=1)(CCCC)CCCC.